From a dataset of Catalyst prediction with 721,799 reactions and 888 catalyst types from USPTO. Predict which catalyst facilitates the given reaction. (1) Reactant: [C:1]([C:5]1[O:9][N:8]=[C:7]([NH:10][CH3:11])[CH:6]=1)([CH3:4])([CH3:3])[CH3:2].[Cl:12][C:13]1[N:18]=[CH:17][C:16]([C:19]#[C:20][C:21]2[CH:22]=[C:23]([NH:27][C:28](=[O:36])OC3C=CC=CC=3)[CH:24]=[CH:25][CH:26]=2)=[CH:15][N:14]=1. Product: [C:1]([C:5]1[O:9][N:8]=[C:7]([N:10]([CH3:11])[C:28]([NH:27][C:23]2[CH:24]=[CH:25][CH:26]=[C:21]([C:20]#[C:19][C:16]3[CH:17]=[N:18][C:13]([Cl:12])=[N:14][CH:15]=3)[CH:22]=2)=[O:36])[CH:6]=1)([CH3:4])([CH3:2])[CH3:3]. The catalyst class is: 531. (2) Reactant: [C:1]([O:7][CH2:8][C:9]1[CH:14]=[CH:13][CH:12]=[CH:11][CH:10]=1)(=[O:6])[CH2:2][C:3]([O-:5])=O.[O-]CC.[Mg+2].[O-]CC.[Br:22][C:23]1[CH:31]=[CH:30][C:26](C(O)=O)=[C:25]([F:32])[CH:24]=1.C(C1NC=CN=1)(C1NC=CN=1)=O. Product: [CH2:8]([O:7][C:1](=[O:6])[CH2:2][C:3](=[O:5])[C:26]1[CH:30]=[CH:31][C:23]([Br:22])=[CH:24][C:25]=1[F:32])[C:9]1[CH:14]=[CH:13][CH:12]=[CH:11][CH:10]=1. The catalyst class is: 56. (3) Product: [C:1]([N:4]1[C:13]2[C:8](=[CH:9][C:10]([C:34]3[CH:39]=[CH:38][C:37]([CH2:40][C:41]([O:43][CH2:44][CH3:45])=[O:42])=[CH:36][CH:35]=3)=[CH:11][CH:12]=2)[C@H:7]([NH:23][C:24]2[CH:31]=[CH:30][C:27]([C:28]#[N:29])=[CH:26][N:25]=2)[CH2:6][C@@H:5]1[CH3:32])(=[O:3])[CH3:2]. The catalyst class is: 335. Reactant: [C:1]([N:4]1[C:13]2[C:8](=[CH:9][C:10](B3OC(C)(C)C(C)(C)O3)=[CH:11][CH:12]=2)[C@H:7]([NH:23][C:24]2[CH:31]=[CH:30][C:27]([C:28]#[N:29])=[CH:26][N:25]=2)[CH2:6][C@@H:5]1[CH3:32])(=[O:3])[CH3:2].Br[C:34]1[CH:39]=[CH:38][C:37]([CH2:40][C:41]([O:43][CH2:44][CH3:45])=[O:42])=[CH:36][CH:35]=1.C(=O)([O-])[O-].[K+].[K+]. (4) Reactant: [Br:1][C:2]1[CH:3]=[C:4]([CH:8]=[CH:9][CH:10]=1)[C:5](O)=O.C(Cl)(=O)C(Cl)=O.CN(C)C=O.[NH2:22][NH:23][C:24]([NH2:26])=[S:25]. Product: [Br:1][C:2]1[CH:3]=[C:4]([C:5]2[NH:22][N:23]=[C:24]([SH:25])[N:26]=2)[CH:8]=[CH:9][CH:10]=1. The catalyst class is: 272. (5) The catalyst class is: 42. Reactant: [C:1]([NH:4][C:5]1[S:6][C:7]([C:11]([O:13][CH2:14][CH3:15])=[O:12])=[C:8]([OH:10])[N:9]=1)(=[O:3])[CH3:2].C(=O)([O-])[O-].[K+].[K+].[F:22][C:23]([F:33])([F:32])[C:24]1[CH:31]=[CH:30][CH:29]=[CH:28][C:25]=1[CH2:26]Br.O. Product: [C:1]([NH:4][C:5]1[S:6][C:7]([C:11]([O:13][CH2:14][CH3:15])=[O:12])=[C:8]([O:10][CH2:26][C:25]2[CH:28]=[CH:29][CH:30]=[CH:31][C:24]=2[C:23]([F:22])([F:32])[F:33])[N:9]=1)(=[O:3])[CH3:2]. (6) Reactant: [C:1]1([S:7]([N:10]2[C:14]3=[N:15][CH:16]=[C:17]([N+:20]([O-:22])=[O:21])[C:18](Cl)=[C:13]3[CH:12]=[CH:11]2)(=[O:9])=[O:8])[CH:6]=[CH:5][CH:4]=[CH:3][CH:2]=1.[NH2:23][CH:24]1[CH2:29][CH2:28][N:27]([CH2:30][C:31]2[CH:36]=[CH:35][CH:34]=[CH:33][CH:32]=2)[CH2:26][CH2:25]1.C(N(C(C)C)CC)(C)C. Product: [C:1]1([S:7]([N:10]2[C:14]3=[N:15][CH:16]=[C:17]([N+:20]([O-:22])=[O:21])[C:18]([NH:23][CH:24]4[CH2:29][CH2:28][N:27]([CH2:30][C:31]5[CH:36]=[CH:35][CH:34]=[CH:33][CH:32]=5)[CH2:26][CH2:25]4)=[C:13]3[CH:12]=[CH:11]2)(=[O:9])=[O:8])[CH:6]=[CH:5][CH:4]=[CH:3][CH:2]=1. The catalyst class is: 41. (7) Reactant: [Cl:1][C:2]1[CH:3]=[C:4]([C:7]#[N:8])[NH:5][CH:6]=1.[H-].[Na+].[NH2:11]OP(=O)(C1C=CC=CC=1)C1C=CC=CC=1. Product: [NH2:11][N:5]1[CH:6]=[C:2]([Cl:1])[CH:3]=[C:4]1[C:7]#[N:8]. The catalyst class is: 3.